This data is from Catalyst prediction with 721,799 reactions and 888 catalyst types from USPTO. The task is: Predict which catalyst facilitates the given reaction. (1) Reactant: [NH:1]1[CH2:6][CH2:5][CH2:4][CH2:3][CH2:2]1.Cl[CH2:8][C:9]([C:11]1[C:19]2[C:14](=[N:15][CH:16]=[C:17]([NH:20][C:21](=[O:37])[C:22]3[C:27]([F:28])=[CH:26][CH:25]=[C:24]([NH:29][S:30]([CH2:33][CH2:34][CH3:35])(=[O:32])=[O:31])[C:23]=3[F:36])[CH:18]=2)[NH:13][CH:12]=1)=[O:10]. Product: [F:36][C:23]1[C:24]([NH:29][S:30]([CH2:33][CH2:34][CH3:35])(=[O:32])=[O:31])=[CH:25][CH:26]=[C:27]([F:28])[C:22]=1[C:21]([NH:20][C:17]1[CH:18]=[C:19]2[C:11]([C:9](=[O:10])[CH2:8][N:1]3[CH2:6][CH2:5][CH2:4][CH2:3][CH2:2]3)=[CH:12][NH:13][C:14]2=[N:15][CH:16]=1)=[O:37]. The catalyst class is: 14. (2) Reactant: [NH2:1][C:2]1[CH:11]=[C:10]2[C:5]([C:6]([NH:12][C:13]3[CH:18]=[CH:17][CH:16]=[C:15]([Br:19])[CH:14]=3)=[N:7][CH:8]=[N:9]2)=[CH:4][CH:3]=1.[C:20](O)(=[O:24])[C:21]([CH3:23])=[CH2:22].Cl.CN(C)CCCN=C=NCC. Product: [Br:19][C:15]1[CH:14]=[C:13]([NH:12][C:6]2[C:5]3[C:10](=[CH:11][C:2]([NH:1][C:20](=[O:24])[C:21]([CH3:23])=[CH2:22])=[CH:3][CH:4]=3)[N:9]=[CH:8][N:7]=2)[CH:18]=[CH:17][CH:16]=1. The catalyst class is: 3. (3) Reactant: [CH:1]12[CH2:10][CH:5]3[CH2:6][CH:7]([CH2:9][CH:3]([CH2:4]3)[CH:2]1[NH:11][C:12](=[O:25])[C:13]1[CH:18]=[CH:17][CH:16]=[C:15]([N:19]3[CH2:24][CH2:23][NH:22][CH2:21][CH2:20]3)[N:14]=1)[CH2:8]2.[CH3:26][O:27][C:28](=[O:32])[CH2:29][CH2:30]Br.C(=O)([O-])[O-].[K+].[K+]. Product: [CH:1]12[CH2:10][CH:5]3[CH2:6][CH:7]([CH2:9][CH:3]([CH2:4]3)[CH:2]1[NH:11][C:12]([C:13]1[N:14]=[C:15]([N:19]3[CH2:20][CH2:21][N:22]([CH2:30][CH2:29][C:28]([O:27][CH3:26])=[O:32])[CH2:23][CH2:24]3)[CH:16]=[CH:17][CH:18]=1)=[O:25])[CH2:8]2. The catalyst class is: 3. (4) Reactant: [F:1][C:2]1[CH:3]=[CH:4][C:5]([OH:27])=[C:6]([C:8]2[CH2:12][CH2:11][CH2:10][C:9]=2[C:13]2[CH:14]=[C:15]([NH:22][C:23](=[O:26])[CH2:24][CH3:25])[CH:16]=[C:17]([CH:21]=2)[C:18]([OH:20])=[O:19])[CH:7]=1.[F:28][C:29]1[CH:36]=[CH:35][C:32]([CH2:33]Br)=[CH:31][CH:30]=1. Product: [F:28][C:29]1[CH:36]=[CH:35][C:32]([CH2:33][O:19][C:18](=[O:20])[C:17]2[CH:21]=[C:13]([C:9]3[CH2:10][CH2:11][CH2:12][C:8]=3[C:6]3[CH:7]=[C:2]([F:1])[CH:3]=[CH:4][C:5]=3[O:27][CH2:33][C:32]3[CH:35]=[CH:36][C:29]([F:28])=[CH:30][CH:31]=3)[CH:14]=[C:15]([NH:22][C:23](=[O:26])[CH2:24][CH3:25])[CH:16]=2)=[CH:31][CH:30]=1. The catalyst class is: 21. (5) Reactant: [Br:1][C:2]1[C:14]2[C:5](=[CH:6][C:7]3[CH:8]=[N:9][C:10]([CH:15]4[CH2:19][CH2:18][NH:17][CH2:16]4)=[N:11][C:12]=3[CH:13]=2)[N:4]([C:20]([C:33]2[CH:38]=[CH:37][CH:36]=[CH:35][CH:34]=2)([C:27]2[CH:32]=[CH:31][CH:30]=[CH:29][CH:28]=2)[C:21]2[CH:26]=[CH:25][CH:24]=[CH:23][CH:22]=2)[N:3]=1.Cl[CH2:40][C:41]([N:43]1[CH2:48][CH2:47][N:46]([C:49]2[CH:54]=[CH:53][C:52]([C:55]3[N:60]=[CH:59][C:58]([F:61])=[CH:57][N:56]=3)=[CH:51][CH:50]=2)[CH2:45][CH2:44]1)=[O:42].C(N(CC)CC)C. Product: [Br:1][C:2]1[C:14]2[C:5](=[CH:6][C:7]3[CH:8]=[N:9][C:10]([CH:15]4[CH2:19][CH2:18][N:17]([CH2:40][C:41]([N:43]5[CH2:48][CH2:47][N:46]([C:49]6[CH:54]=[CH:53][C:52]([C:55]7[N:56]=[CH:57][C:58]([F:61])=[CH:59][N:60]=7)=[CH:51][CH:50]=6)[CH2:45][CH2:44]5)=[O:42])[CH2:16]4)=[N:11][C:12]=3[CH:13]=2)[N:4]([C:20]([C:21]2[CH:26]=[CH:25][CH:24]=[CH:23][CH:22]=2)([C:27]2[CH:28]=[CH:29][CH:30]=[CH:31][CH:32]=2)[C:33]2[CH:38]=[CH:37][CH:36]=[CH:35][CH:34]=2)[N:3]=1. The catalyst class is: 346.